This data is from Forward reaction prediction with 1.9M reactions from USPTO patents (1976-2016). The task is: Predict the product of the given reaction. (1) Given the reactants NC1N=C2C=CC(C3N(C4CCN([C:21]([O:23][C:24]([CH3:27])([CH3:26])[CH3:25])=[O:22])CC4)C=NC=3C3C=CC(F)=CC=3)=NN2C=1.[NH:36]1[CH2:39][CH:38]([N:40]2[C:44]([C:45]3[CH:46]=[CH:47][C:48]4[N:49]([CH:51]=[C:52]([NH2:54])[N:53]=4)[N:50]=3)=[C:43]([C:55]3[CH:60]=[CH:59][C:58]([F:61])=[CH:57][CH:56]=3)[N:42]=[CH:41]2)[CH2:37]1.CC(OC(OC(OC(C)(C)C)=O)=O)(C)C, predict the reaction product. The product is: [NH2:54][C:52]1[N:53]=[C:48]2[CH:47]=[CH:46][C:45]([C:44]3[N:40]([CH:38]4[CH2:39][N:36]([C:21]([O:23][C:24]([CH3:27])([CH3:26])[CH3:25])=[O:22])[CH2:37]4)[CH:41]=[N:42][C:43]=3[C:55]3[CH:60]=[CH:59][C:58]([F:61])=[CH:57][CH:56]=3)=[N:50][N:49]2[CH:51]=1. (2) Given the reactants [NH2:1][C:2](=[O:20])[CH2:3][C:4]1[CH:9]=[CH:8][CH:7]=[CH:6][C:5]=1[NH:10][C:11](=[O:19])[C:12]1[CH:17]=[CH:16][CH:15]=[C:14](Br)[CH:13]=1.Cl.[NH2:22][CH2:23][C:24]1[CH:25]=[C:26](B(O)O)[CH:27]=[CH:28][CH:29]=1.C(Cl)Cl.[O-]P([O-])([O-])=O.[K+].[K+].[K+], predict the reaction product. The product is: [NH2:1][C:2](=[O:20])[CH2:3][C:4]1[CH:9]=[CH:8][CH:7]=[CH:6][C:5]=1[NH:10][C:11]([C:12]1[CH:13]=[C:14]([C:28]2[CH:27]=[CH:26][CH:25]=[C:24]([CH2:23][NH2:22])[CH:29]=2)[CH:15]=[CH:16][CH:17]=1)=[O:19]. (3) Given the reactants [CH2:1]1[C:9]2[C:4](=[CH:5][C:6]([CH2:10][C:11]([NH:13][C@H:14]3[CH2:19][C:18]4[CH:20]=[CH:21][CH:22]=[C:23]([C:24]([OH:26])=[O:25])[C:17]=4[O:16][B:15]3[OH:27])=[O:12])=[CH:7][CH:8]=2)[CH2:3][NH:2]1, predict the reaction product. The product is: [CH2:3]([O:25][C:24]([C:23]1[C:17]2[O:16][B:15]([OH:27])[C@@H:14]([NH:13][C:11](=[O:12])[CH2:10][C:6]3[CH:5]=[C:4]4[C:9](=[CH:8][CH:7]=3)[CH2:1][NH:2][CH2:3]4)[CH2:19][C:18]=2[CH:20]=[CH:21][CH:22]=1)=[O:26])[CH2:4][CH2:5][CH3:6]. (4) The product is: [CH2:1]([O:3][C:4](=[O:16])[C:5]1[CH:10]=[C:9]([C:11]([F:13])([F:12])[F:14])[CH:8]=[C:7]([S:15][CH2:18][C:19](=[O:21])[CH3:20])[CH:6]=1)[CH3:2]. Given the reactants [CH2:1]([O:3][C:4](=[O:16])[C:5]1[CH:10]=[C:9]([C:11]([F:14])([F:13])[F:12])[CH:8]=[C:7]([SH:15])[CH:6]=1)[CH3:2].Cl[CH2:18][C:19](=[O:21])[CH3:20], predict the reaction product. (5) Given the reactants [Cl:1][C:2]1[CH:3]=[C:4]([C:29](O)=[O:30])[CH:5]=[N:6][C:7]=1[NH:8][NH:9][C:10]([NH:12][CH:13]1[C:23]2[C:18](=[N:19][CH:20]=[CH:21][CH:22]=2)[CH2:17][CH2:16][C:15]2[CH:24]=[CH:25][C:26]([F:28])=[CH:27][C:14]1=2)=[S:11].CN(C(ON1N=NC2C=CC=NC1=2)=[N+](C)C)C.F[P-](F)(F)(F)(F)F.CCN(C(C)C)C(C)C.Cl.[NH2:66][C@@H:67]1[CH2:71][CH2:70][N:69]([C:72]2[CH:77]=[CH:76][CH:75]=[CH:74][CH:73]=2)[C:68]1=[O:78], predict the reaction product. The product is: [Cl:1][C:2]1[CH:3]=[C:4]([C:29]([NH:66][C@@H:67]2[CH2:71][CH2:70][N:69]([C:72]3[CH:77]=[CH:76][CH:75]=[CH:74][CH:73]=3)[C:68]2=[O:78])=[O:30])[CH:5]=[N:6][C:7]=1[NH:8][NH:9][C:10]([NH:12][CH:13]1[C:23]2[C:18](=[N:19][CH:20]=[CH:21][CH:22]=2)[CH2:17][CH2:16][C:15]2[CH:24]=[CH:25][C:26]([F:28])=[CH:27][C:14]1=2)=[S:11]. (6) Given the reactants [H-].[Na+].[C:3]([O:10][CH3:11])(=[O:9])[CH2:4][C:5]([O:7][CH3:8])=[O:6].Br[CH2:13][CH2:14][C:15]1[CH:20]=[CH:19][CH:18]=[CH:17][CH:16]=1, predict the reaction product. The product is: [C:15]1([CH2:14][CH2:13][C:4]([CH2:13][CH2:14][C:15]2[CH:20]=[CH:19][CH:18]=[CH:17][CH:16]=2)([C:3]([O:10][CH3:11])=[O:9])[C:5]([O:7][CH3:8])=[O:6])[CH:20]=[CH:19][CH:18]=[CH:17][CH:16]=1.